From a dataset of Peptide-MHC class I binding affinity with 185,985 pairs from IEDB/IMGT. Regression. Given a peptide amino acid sequence and an MHC pseudo amino acid sequence, predict their binding affinity value. This is MHC class I binding data. (1) The peptide sequence is VPAMFTAAL. The MHC is HLA-A69:01 with pseudo-sequence HLA-A69:01. The binding affinity (normalized) is 0.360. (2) The peptide sequence is KMYWITRSK. The MHC is HLA-A29:02 with pseudo-sequence HLA-A29:02. The binding affinity (normalized) is 0.462.